From a dataset of NCI-60 drug combinations with 297,098 pairs across 59 cell lines. Regression. Given two drug SMILES strings and cell line genomic features, predict the synergy score measuring deviation from expected non-interaction effect. (1) Synergy scores: CSS=3.81, Synergy_ZIP=-3.34, Synergy_Bliss=-1.21, Synergy_Loewe=0.128, Synergy_HSA=0.0675. Drug 2: C1=CC(=CC=C1C#N)C(C2=CC=C(C=C2)C#N)N3C=NC=N3. Drug 1: CC12CCC(CC1=CCC3C2CCC4(C3CC=C4C5=CN=CC=C5)C)O. Cell line: SF-295. (2) Drug 1: C1C(C(OC1N2C=C(C(=O)NC2=O)F)CO)O. Drug 2: CCC1(CC2CC(C3=C(CCN(C2)C1)C4=CC=CC=C4N3)(C5=C(C=C6C(=C5)C78CCN9C7C(C=CC9)(C(C(C8N6C=O)(C(=O)OC)O)OC(=O)C)CC)OC)C(=O)OC)O.OS(=O)(=O)O. Cell line: 786-0. Synergy scores: CSS=23.6, Synergy_ZIP=-0.0863, Synergy_Bliss=6.19, Synergy_Loewe=1.71, Synergy_HSA=6.74. (3) Drug 1: CC12CCC3C(C1CCC2O)C(CC4=C3C=CC(=C4)O)CCCCCCCCCS(=O)CCCC(C(F)(F)F)(F)F. Drug 2: CC1CCCC2(C(O2)CC(NC(=O)CC(C(C(=O)C(C1O)C)(C)C)O)C(=CC3=CSC(=N3)C)C)C. Cell line: UACC62. Synergy scores: CSS=50.9, Synergy_ZIP=4.00, Synergy_Bliss=2.99, Synergy_Loewe=-17.2, Synergy_HSA=2.98. (4) Drug 1: CN1CCC(CC1)COC2=C(C=C3C(=C2)N=CN=C3NC4=C(C=C(C=C4)Br)F)OC. Drug 2: CN(C(=O)NC(C=O)C(C(C(CO)O)O)O)N=O. Cell line: LOX IMVI. Synergy scores: CSS=19.6, Synergy_ZIP=-2.46, Synergy_Bliss=2.37, Synergy_Loewe=4.83, Synergy_HSA=4.97.